Task: Predict the product of the given reaction.. Dataset: Forward reaction prediction with 1.9M reactions from USPTO patents (1976-2016) (1) Given the reactants [Cl:1][C:2]1[CH:11]=[CH:10][C:9]([NH2:12])=[C:8]2[C:3]=1[CH:4]=[CH:5][CH:6]=[N:7]2.[CH3:13][S:14]([C:17]1[CH:22]=[CH:21][C:20]([S:23](Cl)(=[O:25])=[O:24])=[C:19]([N+:27]([O-:29])=[O:28])[CH:18]=1)(=[O:16])=[O:15], predict the reaction product. The product is: [Cl:1][C:2]1[CH:11]=[CH:10][C:9]([NH:12][S:23]([C:20]2[CH:21]=[CH:22][C:17]([S:14]([CH3:13])(=[O:16])=[O:15])=[CH:18][C:19]=2[N+:27]([O-:29])=[O:28])(=[O:24])=[O:25])=[C:8]2[C:3]=1[CH:4]=[CH:5][CH:6]=[N:7]2. (2) Given the reactants [OH:1][NH:2][C:3](=O)[CH3:4].C([O-])(C)(C)C.[K+].[Cl:12][C:13]1[C:14]([O:22][CH2:23][CH:24]2[CH2:29][CH2:28][CH2:27][CH2:26][CH2:25]2)=[CH:15][C:16](F)=C([CH:20]=1)C#N.CCOC(C)=O.C[N:37](C=O)C, predict the reaction product. The product is: [Cl:12][C:13]1[C:14]([O:22][CH2:23][CH:24]2[CH2:25][CH2:26][CH2:27][CH2:28][CH2:29]2)=[CH:15][C:16]2[O:1][N:2]=[C:3]([NH2:37])[C:4]=2[CH:20]=1. (3) The product is: [CH:2]([C:3]1[S:5][C:8]([C:9]([O:11][CH2:12][CH3:13])=[O:10])=[C:14]([CH3:16])[N:4]=1)([CH3:6])[CH3:1]. Given the reactants [CH3:1][CH:2]([CH3:6])[C:3](=[S:5])[NH2:4].Cl[CH:8]([C:14]([CH3:16])=O)[C:9]([O:11][CH2:12][CH3:13])=[O:10], predict the reaction product. (4) The product is: [F:16][C:13]([F:14])([F:15])[C:12]([N:8]1[CH2:7][CH2:6][C:5]2[C:10](=[CH:11][CH:2]=[C:3]([NH2:18])[CH:4]=2)[CH2:9]1)=[O:17]. Given the reactants Br[C:2]1[CH:11]=[C:10]2[C:5]([CH2:6][CH2:7][N:8]([C:12](=[O:17])[C:13]([F:16])([F:15])[F:14])[CH2:9]2)=[CH:4][C:3]=1[N+:18]([O-])=O.[H][H].C(=O)([O-])O.[Na+], predict the reaction product. (5) Given the reactants [Na+].[CH3:2][O:3][C:4]1[CH:5]=[C:6]2[C:11](=[CH:12][CH:13]=1)[CH:10]=[C:9]([C@H:14]([CH3:18])[C:15]([O-:17])=[O:16])[CH:8]=[CH:7]2.Br[CH2:20][CH2:21][OH:22].CCOCC.CCCCCC, predict the reaction product. The product is: [CH3:2][O:3][C:4]1[CH:5]=[C:6]2[C:11](=[CH:12][CH:13]=1)[CH:10]=[C:9]([C@H:14]([CH3:18])[C:15]([O:17][CH2:20][CH2:21][OH:22])=[O:16])[CH:8]=[CH:7]2. (6) Given the reactants [F:1][C:2]1[C:7]([F:8])=[CH:6][C:5]([F:9])=[C:4]([F:10])[C:3]=1[OH:11].C(=O)([O-])[O-].[K+].[K+].Br[CH2:19][CH2:20][CH2:21][CH2:22][CH2:23][CH2:24][CH2:25][CH3:26].O, predict the reaction product. The product is: [CH2:19]([O:11][C:3]1[C:2]([F:1])=[C:7]([F:8])[CH:6]=[C:5]([F:9])[C:4]=1[F:10])[CH2:20][CH2:21][CH2:22][CH2:23][CH2:24][CH2:25][CH3:26].